The task is: Predict the product of the given reaction.. This data is from Forward reaction prediction with 1.9M reactions from USPTO patents (1976-2016). (1) The product is: [CH3:34][N:33]([CH2:6][C@@H:7]1[C:8]2[CH:9]=[C:10]([O:17][CH3:18])[C:11]([O:15][CH3:16])=[CH:12][C:13]=2[CH2:14]1)[CH2:32][CH2:31][CH2:30][N:27]1[C:26](=[O:35])[CH2:25][C:24]2[C:23](=[CH:22][C:21]([O:20][CH3:19])=[C:37]([O:38][CH3:39])[CH:36]=2)[CH2:29][CH2:28]1. Given the reactants CS(O[CH2:6][C@H:7]1[CH2:14][C:13]2[C:8]1=[CH:9][C:10]([O:17][CH3:18])=[C:11]([O:15][CH3:16])[CH:12]=2)(=O)=O.[CH3:19][O:20][C:21]1[C:37]([O:38][CH3:39])=[CH:36][C:24]2[CH2:25][C:26](=[O:35])[N:27]([CH2:30][CH2:31][CH2:32][NH:33][CH3:34])[CH:28]=[CH:29][C:23]=2[CH:22]=1, predict the reaction product. (2) The product is: [CH3:23][C:2]1([CH3:1])[O:7][C:6]2[CH:8]=[CH:9][C:10]([CH:12]3[O:16][C:15](=[O:21])[NH:14][CH2:13]3)=[CH:11][C:5]=2[CH2:4][O:3]1. Given the reactants [CH3:1][C:2]1([CH3:23])[O:7][C:6]2[CH:8]=[CH:9][C:10]([CH:12](O)[CH2:13][NH:14][C:15](=[O:21])[O:16]C(C)(C)C)=[CH:11][C:5]=2[CH2:4][O:3]1.[H-].[Na+], predict the reaction product.